From a dataset of Full USPTO retrosynthesis dataset with 1.9M reactions from patents (1976-2016). Predict the reactants needed to synthesize the given product. (1) Given the product [CH2:1]([N:5]1[C:6]2[C:7](=[O:14])[N:8]([CH3:13])[N:9]=[CH:10][C:11]=2[S:22]/[C:21]/1=[N:20]\[C:18](=[O:19])[C:17]1[CH:23]=[C:24]([C:27]([F:30])([F:29])[F:28])[CH:25]=[CH:26][C:16]=1[F:15])[CH2:2][CH2:3][CH3:4], predict the reactants needed to synthesize it. The reactants are: [CH2:1]([NH:5][C:6]1[C:7](=[O:14])[N:8]([CH3:13])[N:9]=[CH:10][C:11]=1Cl)[CH2:2][CH2:3][CH3:4].[F:15][C:16]1[CH:26]=[CH:25][C:24]([C:27]([F:30])([F:29])[F:28])=[CH:23][C:17]=1[C:18]([N:20]=[C:21]=[S:22])=[O:19]. (2) Given the product [Cl:25][C:14]1[N:13]=[C:12]([C:3]2[CH:4]=[CH:5][C:6]([C:8]([F:11])([F:10])[F:9])=[CH:7][C:2]=2[F:1])[CH:17]=[C:16]([C:18]([F:21])([F:20])[F:19])[N:15]=1, predict the reactants needed to synthesize it. The reactants are: [F:1][C:2]1[CH:7]=[C:6]([C:8]([F:11])([F:10])[F:9])[CH:5]=[CH:4][C:3]=1[C:12]1[CH:17]=[C:16]([C:18]([F:21])([F:20])[F:19])[NH:15][C:14](=O)[N:13]=1.O=P(Cl)(Cl)[Cl:25]. (3) Given the product [CH3:31][C:9]1[C:8]2[CH:32]=[C:4]([CH:1]([CH3:3])[CH3:2])[CH:5]=[CH:6][C:7]=2[S:11][C:10]=1[S:12]([NH:15][C:16]1[CH:17]=[C:18]([C:22]2[N:23]=[N:24][N:25]([CH2:27][C:28]([O:30][CH3:33])=[O:29])[N:26]=2)[CH:19]=[CH:20][CH:21]=1)(=[O:13])=[O:14], predict the reactants needed to synthesize it. The reactants are: [CH:1]([C:4]1[CH:5]=[CH:6][C:7]2[S:11][C:10]([S:12]([NH:15][C:16]3[CH:17]=[C:18]([C:22]4[N:23]=[N:24][N:25]([CH2:27][C:28]([OH:30])=[O:29])[N:26]=4)[CH:19]=[CH:20][CH:21]=3)(=[O:14])=[O:13])=[C:9]([CH3:31])[C:8]=2[CH:32]=1)([CH3:3])[CH3:2].[C:33](N1C=CN=C1)(N1C=CN=C1)=O.N1C=CC=CC=1.CO.C(O)(C(F)(F)F)=O.